This data is from Full USPTO retrosynthesis dataset with 1.9M reactions from patents (1976-2016). The task is: Predict the reactants needed to synthesize the given product. Given the product [CH2:1]([O:5][C:6]([C:8]1[N:9]=[C:10]([Br:30])[C:11]2[C:16]([C:17]=1[OH:18])=[CH:15][C:14]([O:19][C:20]1[CH:25]=[CH:24][C:23]([F:26])=[CH:22][CH:21]=1)=[CH:13][CH:12]=2)=[O:7])[CH2:2][CH2:3][CH3:4], predict the reactants needed to synthesize it. The reactants are: [CH2:1]([O:5][C:6]([C:8]1[N:9]=[C:10](O)[C:11]2[C:16]([C:17]=1[OH:18])=[CH:15][C:14]([O:19][C:20]1[CH:25]=[CH:24][C:23]([F:26])=[CH:22][CH:21]=1)=[CH:13][CH:12]=2)=[O:7])[CH2:2][CH2:3][CH3:4].P(Br)(Br)([Br:30])=O.